This data is from Blood-brain barrier permeability classification from the B3DB database. The task is: Regression/Classification. Given a drug SMILES string, predict its absorption, distribution, metabolism, or excretion properties. Task type varies by dataset: regression for continuous measurements (e.g., permeability, clearance, half-life) or binary classification for categorical outcomes (e.g., BBB penetration, CYP inhibition). Dataset: b3db_classification. (1) The compound is CC(C)(C)C1CCCCC1. The result is 1 (penetrates BBB). (2) The result is 1 (penetrates BBB). The compound is COc1cc2c3c(c1O)C1(C=CC(=O)C=C1)C[C@H]3N(C)CC2. (3) The molecule is COc1cc2c3c(c1O)C1(C=CC(=O)C=C1)C[C@@H]3N(C)CC2. The result is 1 (penetrates BBB). (4) The drug is CN[C@@H](C)[C@H](O)c1ccccc1. The result is 0 (does not penetrate BBB).